This data is from TCR-epitope binding with 47,182 pairs between 192 epitopes and 23,139 TCRs. The task is: Binary Classification. Given a T-cell receptor sequence (or CDR3 region) and an epitope sequence, predict whether binding occurs between them. (1) The epitope is RLRAEAQVK. The TCR CDR3 sequence is CASSWESYEQYF. Result: 0 (the TCR does not bind to the epitope). (2) The TCR CDR3 sequence is CSRGGTEAFF. The epitope is TPRVTGGGAM. Result: 0 (the TCR does not bind to the epitope). (3) The epitope is VTEHDTLLY. The TCR CDR3 sequence is CASSPGQGLNTEAFF. Result: 0 (the TCR does not bind to the epitope). (4) The epitope is GLCTLVAML. The TCR CDR3 sequence is CASSYSRGAPYEQYF. Result: 0 (the TCR does not bind to the epitope). (5) The epitope is FVDGVPFVV. The TCR CDR3 sequence is CASRNIRQNTEAFF. Result: 1 (the TCR binds to the epitope). (6) The epitope is SEPVLKGVKL. The TCR CDR3 sequence is CASSQVPGQGPNYGYTF. Result: 0 (the TCR does not bind to the epitope).